This data is from NCI-60 drug combinations with 297,098 pairs across 59 cell lines. The task is: Regression. Given two drug SMILES strings and cell line genomic features, predict the synergy score measuring deviation from expected non-interaction effect. (1) Drug 1: CN1CCC(CC1)COC2=C(C=C3C(=C2)N=CN=C3NC4=C(C=C(C=C4)Br)F)OC. Drug 2: C1CN(CCN1C(=O)CCBr)C(=O)CCBr. Cell line: NCI-H322M. Synergy scores: CSS=30.7, Synergy_ZIP=0.851, Synergy_Bliss=2.36, Synergy_Loewe=-31.3, Synergy_HSA=0.721. (2) Drug 1: CC1=C(C(=CC=C1)Cl)NC(=O)C2=CN=C(S2)NC3=CC(=NC(=N3)C)N4CCN(CC4)CCO. Drug 2: COC1=C2C(=CC3=C1OC=C3)C=CC(=O)O2. Cell line: SR. Synergy scores: CSS=-1.23, Synergy_ZIP=-1.71, Synergy_Bliss=-4.08, Synergy_Loewe=-4.23, Synergy_HSA=-4.10. (3) Drug 1: CC(C1=C(C=CC(=C1Cl)F)Cl)OC2=C(N=CC(=C2)C3=CN(N=C3)C4CCNCC4)N. Drug 2: C1CC(=O)NC(=O)C1N2C(=O)C3=CC=CC=C3C2=O. Cell line: SNB-19. Synergy scores: CSS=11.8, Synergy_ZIP=4.65, Synergy_Bliss=6.94, Synergy_Loewe=2.20, Synergy_HSA=5.91. (4) Drug 1: CC1=C(C=C(C=C1)NC2=NC=CC(=N2)N(C)C3=CC4=NN(C(=C4C=C3)C)C)S(=O)(=O)N.Cl. Drug 2: CC1=C(C(=CC=C1)Cl)NC(=O)C2=CN=C(S2)NC3=CC(=NC(=N3)C)N4CCN(CC4)CCO. Cell line: MDA-MB-435. Synergy scores: CSS=-9.13, Synergy_ZIP=3.17, Synergy_Bliss=-3.34, Synergy_Loewe=-6.56, Synergy_HSA=-7.44.